Dataset: Full USPTO retrosynthesis dataset with 1.9M reactions from patents (1976-2016). Task: Predict the reactants needed to synthesize the given product. Given the product [Cl:1][C:2]1[CH:3]=[C:4]([C:9]([F:12])([F:11])[F:10])[CH:5]=[CH:6][C:7]=1[N:20]1[CH2:25][CH2:24][NH:23][CH2:22][CH2:21]1, predict the reactants needed to synthesize it. The reactants are: [Cl:1][C:2]1[CH:3]=[C:4]([C:9]([F:12])([F:11])[F:10])[CH:5]=[CH:6][C:7]=1I.C([N:20]1[CH2:25][CH2:24][NH:23][CH2:22][CH2:21]1)(OC(C)(C)C)=O.CC(C)([O-])C.[Na+].C1(C)C=CC=CC=1P(C1C=CC=CC=1C)C1C=CC=CC=1C.